Dataset: Peptide-MHC class II binding affinity with 134,281 pairs from IEDB. Task: Regression. Given a peptide amino acid sequence and an MHC pseudo amino acid sequence, predict their binding affinity value. This is MHC class II binding data. (1) The peptide sequence is IGCWYCRRRNGYRAL. The MHC is DRB1_0401 with pseudo-sequence DRB1_0401. The binding affinity (normalized) is 0.133. (2) The peptide sequence is PATAWSLYAVTTAVLTPL. The MHC is DRB1_1501 with pseudo-sequence DRB1_1501. The binding affinity (normalized) is 0.286. (3) The peptide sequence is ELFVAAYVPYVAWLV. The MHC is HLA-DQA10501-DQB10301 with pseudo-sequence HLA-DQA10501-DQB10301. The binding affinity (normalized) is 0.801. (4) The peptide sequence is PLLTKFVAAALHNVK. The MHC is DRB1_0101 with pseudo-sequence DRB1_0101. The binding affinity (normalized) is 0.809. (5) The peptide sequence is KESGDAASGADGTYD. The MHC is HLA-DPA10201-DPB11401 with pseudo-sequence HLA-DPA10201-DPB11401. The binding affinity (normalized) is 0. (6) The peptide sequence is YARFQSQTTLKQKT. The MHC is HLA-DPA10201-DPB10501 with pseudo-sequence HLA-DPA10201-DPB10501. The binding affinity (normalized) is 0.290.